Task: Predict the reactants needed to synthesize the given product.. Dataset: Full USPTO retrosynthesis dataset with 1.9M reactions from patents (1976-2016) (1) Given the product [NH2:3][C:6]1[C:15]2[C:10](=[CH:11][CH:12]=[CH:13][CH:14]=2)[CH:9]=[CH:8][C:7]=1[NH:16][C:17]1[CH:18]=[C:19]([CH:22]=[CH:23][CH:24]=1)[C:20]#[N:21], predict the reactants needed to synthesize it. The reactants are: CO.[N+:3]([C:6]1[C:15]2[C:10](=[CH:11][CH:12]=[CH:13][CH:14]=2)[CH:9]=[CH:8][C:7]=1[NH:16][C:17]1[CH:18]=[C:19]([CH:22]=[CH:23][CH:24]=1)[C:20]#[N:21])([O-])=O. (2) Given the product [CH3:1][N:2]1[C:10]2[C:5](=[CH:6][CH:7]=[CH:8][CH:9]=2)[C:4]([C:11]2[C:12](=[O:30])[NH:13][C:14](=[O:29])[C:15]=2[C:16]2[CH:21]=[CH:20][CH:19]=[C:18]([O:22][CH2:23][CH2:24][CH2:25][NH2:26])[CH:17]=2)=[CH:3]1, predict the reactants needed to synthesize it. The reactants are: [CH3:1][N:2]1[C:10]2[C:5](=[CH:6][CH:7]=[CH:8][CH:9]=2)[C:4]([C:11]2[C:12](=[O:30])[NH:13][C:14](=[O:29])[C:15]=2[C:16]2[CH:21]=[CH:20][CH:19]=[C:18]([O:22][CH2:23][CH2:24][CH2:25][N:26]=[N+]=[N-])[CH:17]=2)=[CH:3]1.C1C=CC(P(C2C=CC=CC=2)C2C=CC=CC=2)=CC=1. (3) Given the product [F:1][C:2]1[CH:3]=[C:4]([CH:10]=[CH:11][C:12]=1[CH2:13][C:14]1[S:15][CH:16]=[C:17]([C:19]2[CH:24]=[CH:23][CH:22]=[C:21]([C:25]([F:26])([F:27])[F:28])[CH:20]=2)[N:18]=1)[C:5]([OH:7])=[O:6], predict the reactants needed to synthesize it. The reactants are: [F:1][C:2]1[CH:3]=[C:4]([CH:10]=[CH:11][C:12]=1[CH2:13][C:14]1[S:15][CH:16]=[C:17]([C:19]2[CH:24]=[CH:23][CH:22]=[C:21]([C:25]([F:28])([F:27])[F:26])[CH:20]=2)[N:18]=1)[C:5]([O:7]CC)=[O:6].[OH-].[Na+].Cl. (4) The reactants are: [CH3:1][C:2]1[C:10]([CH3:11])=[CH:9][CH:8]=[CH:7][C:3]=1[C:4]([OH:6])=O.[CH3:12][CH:13]([CH3:25])[CH2:14][CH:15]([C:18]1[CH:19]=[N:20][C:21]([CH3:24])=[CH:22][CH:23]=1)[CH2:16][NH2:17]. Given the product [CH3:1][C:2]1[C:10]([CH3:11])=[CH:9][CH:8]=[CH:7][C:3]=1[C:4]([NH:17][CH2:16][CH:15]([C:18]1[CH:19]=[N:20][C:21]([CH3:24])=[CH:22][CH:23]=1)[CH2:14][CH:13]([CH3:25])[CH3:12])=[O:6], predict the reactants needed to synthesize it. (5) The reactants are: C(N(CC)CC)C.[C:8]([C:10]1[CH:18]=[C:17]2[C:13]([C:14]([CH:26]=[O:27])=[CH:15][N:16]2C(OC(C)(C)C)=O)=[CH:12][CH:11]=1)#[N:9].[CH:28](=[N:35][C:36]1[CH:41]=[CH:40][CH:39]=[C:38]([O:42][CH3:43])[CH:37]=1)[C:29]1[CH:34]=[CH:33][CH:32]=[CH:31][CH:30]=1. Given the product [CH3:43][O:42][C:38]1[CH:37]=[C:36]([NH:35][CH:28]([C:29]2[CH:34]=[CH:33][CH:32]=[CH:31][CH:30]=2)[C:26]([C:14]2[C:13]3[C:17](=[CH:18][C:10]([C:8]#[N:9])=[CH:11][CH:12]=3)[NH:16][CH:15]=2)=[O:27])[CH:41]=[CH:40][CH:39]=1, predict the reactants needed to synthesize it. (6) Given the product [CH3:5][C:6]1[C:10]([CH2:11][N:12]2[CH:16]=[C:15]([C:17]([N:19]=[N+:20]=[N-:1])=[O:18])[CH:14]=[N:13]2)=[C:9]([CH3:21])[O:8][N:7]=1, predict the reactants needed to synthesize it. The reactants are: [N:1]([O-])=O.[Na+].[CH3:5][C:6]1[C:10]([CH2:11][N:12]2[CH:16]=[C:15]([C:17]([NH:19][NH2:20])=[O:18])[CH:14]=[N:13]2)=[C:9]([CH3:21])[O:8][N:7]=1.